This data is from Forward reaction prediction with 1.9M reactions from USPTO patents (1976-2016). The task is: Predict the product of the given reaction. (1) The product is: [CH3:1][O:2][C:3]1[CH:8]=[CH:7][N:6]=[CH:5][C:4]=1[C:9]1[NH:17][C:16]2[C:18]([CH:10]=1)=[CH:19][C:13]([C:11]#[N:12])=[CH:14][CH:15]=2. Given the reactants [CH3:1][O:2][C:3]1[CH:8]=[CH:7][N:6]=[CH:5][C:4]=1[C:9]#[CH:10].[C:11]([C:13]1[CH:19]=[C:18](I)[C:16]([NH2:17])=[CH:15][CH:14]=1)#[N:12], predict the reaction product. (2) Given the reactants B(Br)(Br)Br.[CH2:5]([C:9]1([C:14]2[CH:19]=[C:18]([O:20]C)[CH:17]=[C:16]([O:22]C)[CH:15]=2)[S:13][CH2:12][CH2:11][S:10]1)[CH2:6][CH2:7][CH3:8], predict the reaction product. The product is: [CH2:5]([C:9]1([C:14]2[CH:15]=[C:16]([OH:22])[CH:17]=[C:18]([OH:20])[CH:19]=2)[S:10][CH2:11][CH2:12][S:13]1)[CH2:6][CH2:7][CH3:8]. (3) Given the reactants [F:1][CH2:2][C@@H:3]1[CH2:7][O:6][C:5](=[O:8])[CH2:4]1.[BrH:9].[CH2:10](O)[CH3:11], predict the reaction product. The product is: [CH2:10]([O:6][C:5](=[O:8])[CH2:4][C@H:3]([CH2:2][F:1])[CH2:7][Br:9])[CH3:11]. (4) The product is: [CH3:26][O:25][C:22]1[CH:23]=[C:24]2[C:19](=[CH:20][C:21]=1[O:27][CH3:28])[CH:18]=[N:17][CH:16]=[C:15]2[CH2:14][C:11]1[NH:10][C:9]2[C:8](=[O:29])[N:7]([CH3:30])[C:6](=[O:31])[N:5]([CH2:2][CH2:3][CH2:4][OH:32])[C:13]=2[N:12]=1. Given the reactants Cl.[CH2:2]([N:5]1[C:13]2[N:12]=[C:11]([CH2:14][C:15]3[C:24]4[C:19](=[CH:20][C:21]([O:27][CH3:28])=[C:22]([O:25][CH3:26])[CH:23]=4)[CH:18]=[N:17][CH:16]=3)[NH:10][C:9]=2[C:8](=[O:29])[N:7]([CH3:30])[C:6]1=[O:31])[CH:3]=[CH2:4].[OH-:32].[Na+].OO, predict the reaction product.